This data is from Reaction yield outcomes from USPTO patents with 853,638 reactions. The task is: Predict the reaction yield, written as a fraction of the theoretical maximum amount of product (1.0 means a 100% yield; for example, 0.34 means a 34% yield). (1) The reactants are [F:1][C:2]1[CH:3]=[CH:4][C:5]([CH3:12])=[C:6]([NH:8][C:9](=[O:11])[CH3:10])[CH:7]=1.[Br:13]Br. The catalyst is CC(O)=O. The product is [Br:13][C:3]1[C:2]([F:1])=[CH:7][C:6]([NH:8][C:9](=[O:11])[CH3:10])=[C:5]([CH3:12])[CH:4]=1. The yield is 0.878. (2) The reactants are [CH2:1]([O:8][C:9]1[C:10]([C:28](O)=[O:29])=[N:11][C:12]([CH2:16][C:17]2([C:22]3[CH:27]=[CH:26][CH:25]=[CH:24][CH:23]=3)[CH2:21][CH2:20][CH2:19][CH2:18]2)=[N:13][C:14]=1[OH:15])[C:2]1[CH:7]=[CH:6][CH:5]=[CH:4][CH:3]=1.[Si:31]([O:38][CH2:39][CH2:40][NH:41][CH2:42][C:43]1[CH:48]=[CH:47][C:46]([F:49])=[CH:45][CH:44]=1)([C:34]([CH3:37])([CH3:36])[CH3:35])([CH3:33])[CH3:32].CCCP(=O)=O.O. The catalyst is CN(C)C=O. The product is [Si:31]([O:38][CH2:39][CH2:40][N:41]([CH2:42][C:43]1[CH:48]=[CH:47][C:46]([F:49])=[CH:45][CH:44]=1)[C:28]([C:10]1[C:9]([O:8][CH2:1][C:2]2[CH:3]=[CH:4][CH:5]=[CH:6][CH:7]=2)=[C:14]([OH:15])[N:13]=[C:12]([CH2:16][C:17]2([C:22]3[CH:27]=[CH:26][CH:25]=[CH:24][CH:23]=3)[CH2:21][CH2:20][CH2:19][CH2:18]2)[N:11]=1)=[O:29])([C:34]([CH3:37])([CH3:36])[CH3:35])([CH3:33])[CH3:32]. The yield is 0.232. (3) The reactants are CN([CH:4]=[CH:5][C:6]([C:8]1[CH:13]=[CH:12][C:11]([O:14][CH3:15])=[C:10]([O:16][CH3:17])[CH:9]=1)=[O:7])C.[C:18]1(=[O:25])[CH:23]=[CH:22][C:21](=[O:24])[CH:20]=[CH:19]1. The catalyst is C(O)(=O)C. The product is [CH3:17][O:16][C:10]1[CH:9]=[C:8]([C:6]([C:5]2[C:20]3[CH:19]=[C:18]([OH:25])[CH:23]=[CH:22][C:21]=3[O:24][CH:4]=2)=[O:7])[CH:13]=[CH:12][C:11]=1[O:14][CH3:15]. The yield is 0.470. (4) The reactants are [CH2:1]([O:3][C:4]([C:6]1[CH:7]=[N:8][N:9]([C:11]2[N:15]([CH2:16][O:17][CH2:18][CH2:19][O:20][CH3:21])[C:14]3[CH:22]=[C:23]([Cl:27])[C:24]([NH2:26])=[CH:25][C:13]=3[N:12]=2)[CH:10]=1)=[O:5])[CH3:2].NC1C(Cl)=CC2NC(N3C=[C:39]([C:41](O)=[O:42])C=N3)=NC=2C=1.C(N(C(C)C)CC)(C)C.C(Cl)(=O)C. The catalyst is C1COCC1. The product is [CH2:1]([O:3][C:4]([C:6]1[CH:7]=[N:8][N:9]([C:11]2[N:15]([CH2:16][O:17][CH2:18][CH2:19][O:20][CH3:21])[C:14]3[CH:22]=[C:23]([Cl:27])[C:24]([NH:26][C:41](=[O:42])[CH3:39])=[CH:25][C:13]=3[N:12]=2)[CH:10]=1)=[O:5])[CH3:2]. The yield is 0.810.